The task is: Predict the product of the given reaction.. This data is from Forward reaction prediction with 1.9M reactions from USPTO patents (1976-2016). (1) Given the reactants [N:1]([C:4]1[CH:21]=[CH:20][C:7]([C:8]([NH:10][CH2:11][CH2:12][CH2:13][C:14]2[CH:19]=[CH:18][CH:17]=[CH:16][CH:15]=2)=[O:9])=[CH:6][CH:5]=1)=[N+:2]=[N-:3].O=[C:23]([CH2:30][CH2:31][CH3:32])[CH2:24][C:25]([O:27]CC)=[O:26].[O-]CC.[Na+].O, predict the reaction product. The product is: [C:14]1([CH2:13][CH2:12][CH2:11][NH:10][C:8]([C:7]2[CH:20]=[CH:21][C:4]([N:1]3[C:23]([CH2:30][CH2:31][CH3:32])=[C:24]([C:25]([OH:27])=[O:26])[N:3]=[N:2]3)=[CH:5][CH:6]=2)=[O:9])[CH:15]=[CH:16][CH:17]=[CH:18][CH:19]=1. (2) Given the reactants [Br:1][C:2]1[C:3]([NH:22][CH2:23][CH3:24])=[C:4]([NH:16][C:17](=O)[CH2:18][C:19]#[N:20])[CH:5]=[N:6][C:7]=1[O:8][C:9]1[CH:14]=[CH:13][C:12]([F:15])=[CH:11][CH:10]=1, predict the reaction product. The product is: [Br:1][C:2]1[C:3]2[N:22]([CH2:23][CH3:24])[C:17]([CH2:18][C:19]#[N:20])=[N:16][C:4]=2[CH:5]=[N:6][C:7]=1[O:8][C:9]1[CH:14]=[CH:13][C:12]([F:15])=[CH:11][CH:10]=1. (3) Given the reactants [Br:1][C:2]1[S:3][C:4]2[C:10](=[O:11])/[C:9](=[CH:12]/[C:13]([O:15][CH2:16][CH3:17])=[O:14])/[CH:8]([CH3:18])[CH2:7][C:5]=2[N:6]=1.[Cl:19][C:20]1[CH:25]=[CH:24][C:23]([Mg]Br)=[CH:22][CH:21]=1, predict the reaction product. The product is: [Br:1][C:2]1[S:3][C:4]2[C:10]([C:23]3[CH:24]=[CH:25][C:20]([Cl:19])=[CH:21][CH:22]=3)([OH:11])/[C:9](=[CH:12]/[C:13]([O:15][CH2:16][CH3:17])=[O:14])/[CH:8]([CH3:18])[CH2:7][C:5]=2[N:6]=1. (4) Given the reactants C(OC(=O)[NH:7][CH:8]1[CH2:13][CH2:12][CH2:11][N:10]([C:14]2[CH:19]=[CH:18][C:17]([NH:20][C:21]3[C:30]4[C:25](=[CH:26][CH:27]=[C:28]([C:31]5[CH:36]=[C:35]([F:37])[C:34]([OH:38])=[C:33]([Cl:39])[CH:32]=5)[N:29]=4)[N:24]=[CH:23][C:22]=3[C:40](=[O:42])[CH3:41])=[CH:16][N:15]=2)[CH2:9]1)(C)(C)C.C(O)(C(F)(F)F)=O, predict the reaction product. The product is: [ClH:39].[ClH:39].[ClH:39].[NH2:7][CH:8]1[CH2:13][CH2:12][CH2:11][N:10]([C:14]2[N:15]=[CH:16][C:17]([NH:20][C:21]3[C:30]4[C:25](=[CH:26][CH:27]=[C:28]([C:31]5[CH:36]=[C:35]([F:37])[C:34]([OH:38])=[C:33]([Cl:39])[CH:32]=5)[N:29]=4)[N:24]=[CH:23][C:22]=3[C:40](=[O:42])[CH3:41])=[CH:18][CH:19]=2)[CH2:9]1. (5) Given the reactants Br[C:2]1[C:10]2[C:9]([C:11]3[CH:16]=[CH:15][CH:14]=[C:13]([N+:17]([O-:19])=[O:18])[CH:12]=3)=[N:8][CH:7]=[N:6][C:5]=2[N:4]([CH2:20][O:21][CH2:22][CH2:23][Si:24]([CH3:27])([CH3:26])[CH3:25])[CH:3]=1.[O:28]1[CH2:33][CH:32]=[C:31](B2OC(C)(C)C(C)(C)O2)[CH2:30][CH2:29]1.C(=O)([O-])[O-].[Na+].[Na+], predict the reaction product. The product is: [O:28]1[CH2:29][CH:30]=[C:31]([C:2]2[C:10]3[C:9]([C:11]4[CH:16]=[CH:15][CH:14]=[C:13]([N+:17]([O-:19])=[O:18])[CH:12]=4)=[N:8][CH:7]=[N:6][C:5]=3[N:4]([CH2:20][O:21][CH2:22][CH2:23][Si:24]([CH3:27])([CH3:26])[CH3:25])[CH:3]=2)[CH2:32][CH2:33]1. (6) Given the reactants [Br:1][C:2]1[CH:10]=[CH:9][C:5]([C:6]([OH:8])=[O:7])=[CH:4][C:3]=1[F:11].[C:12]1(C)C=CC=CC=1, predict the reaction product. The product is: [Br:1][C:2]1[CH:10]=[CH:9][C:5]([C:6]([O:8][CH3:12])=[O:7])=[CH:4][C:3]=1[F:11]. (7) Given the reactants Cl.Cl[CH:3]([CH3:15])[CH2:4][NH:5][CH2:6][CH2:7][C:8]1[CH:13]=[CH:12][C:11]([Cl:14])=[CH:10][CH:9]=1.[Cl-].[Al+3].[Cl-].[Cl-], predict the reaction product. The product is: [Cl:14][C:11]1[CH:10]=[CH:9][C:8]2[CH2:7][CH2:6][NH:5][CH2:4][CH:3]([CH3:15])[C:13]=2[CH:12]=1.